Dataset: TCR-epitope binding with 47,182 pairs between 192 epitopes and 23,139 TCRs. Task: Binary Classification. Given a T-cell receptor sequence (or CDR3 region) and an epitope sequence, predict whether binding occurs between them. The epitope is RLRPGGKKK. The TCR CDR3 sequence is CASINRGTDPYEQYF. Result: 0 (the TCR does not bind to the epitope).